This data is from Full USPTO retrosynthesis dataset with 1.9M reactions from patents (1976-2016). The task is: Predict the reactants needed to synthesize the given product. Given the product [CH3:1][C:2]1[CH:17]=[N:16][C:5]2[N:6]([CH2:29][CH2:28][C:25]3[CH:24]=[N:23][C:22]([C:21]([F:31])([F:20])[F:30])=[CH:27][CH:26]=3)[C:7]3[CH2:8][CH2:9][N:10]4[CH:14]([C:15]=3[C:4]=2[CH:3]=1)[CH2:13][CH2:12][CH2:11]4, predict the reactants needed to synthesize it. The reactants are: [CH3:1][C:2]1[CH:17]=[N:16][C:5]2[NH:6][C:7]3[CH2:8][CH2:9][N:10]4[CH:14]([C:15]=3[C:4]=2[CH:3]=1)[CH2:13][CH2:12][CH2:11]4.[OH-].[K+].[F:20][C:21]([F:31])([F:30])[C:22]1[CH:27]=[CH:26][C:25]([CH:28]=[CH2:29])=[CH:24][N:23]=1.